Dataset: Forward reaction prediction with 1.9M reactions from USPTO patents (1976-2016). Task: Predict the product of the given reaction. (1) Given the reactants C1C=CC(O[C:8]([O:12][C:13]2[CH:18]=[CH:17][CH:16]=[CH:15][CH:14]=2)=[N:9][C:10]#[N:11])=CC=1.[F:19][C:20]1[CH:26]=[CH:25][C:23]([NH2:24])=[CH:22][CH:21]=1, predict the reaction product. The product is: [C:10]([N:9]=[C:8]([O:12][C:13]1[CH:14]=[CH:15][CH:16]=[CH:17][CH:18]=1)[NH:24][C:23]1[CH:25]=[CH:26][C:20]([F:19])=[CH:21][CH:22]=1)#[N:11]. (2) Given the reactants [F:1][C:2]([F:28])([F:27])[C:3]1[CH:8]=[CH:7][N:6]=[C:5]([CH2:9][O:10][CH2:11][C:12]([N:14]2[CH2:18][CH2:17][C@H:16]([NH:19]C(=O)OC(C)(C)C)[CH2:15]2)=[O:13])[CH:4]=1.Cl, predict the reaction product. The product is: [F:28][C:2]([F:1])([F:27])[C:3]1[CH:8]=[CH:7][N:6]=[C:5]([CH2:9][O:10][CH2:11][C:12]([N:14]2[CH2:18][CH2:17][CH:16]([NH2:19])[CH2:15]2)=[O:13])[CH:4]=1.